From a dataset of Full USPTO retrosynthesis dataset with 1.9M reactions from patents (1976-2016). Predict the reactants needed to synthesize the given product. (1) Given the product [O:21]=[C:20]1[NH:1][C:2]2[CH:3]=[C:4]([C:5]([OH:7])=[O:6])[CH:8]=[CH:9][C:10]=2[O:11][CH2:19]1, predict the reactants needed to synthesize it. The reactants are: [NH2:1][C:2]1[CH:3]=[C:4]([CH:8]=[CH:9][C:10]=1[OH:11])[C:5]([OH:7])=[O:6].C(=O)([O-])[O-].[K+].[K+].Cl[CH2:19][C:20](Cl)=[O:21].Cl. (2) Given the product [S:21]1[C:22]2[CH:28]=[CH:27][CH:26]=[CH:25][C:23]=2[N:24]=[C:20]1[NH:2][C@H:3]1[CH2:6][C@H:5]([N:7]2[C:11]3=[N:12][CH:13]=[CH:14][CH:15]=[C:10]3[C:9]([F:17])([F:16])[C:8]2=[O:18])[CH2:4]1, predict the reactants needed to synthesize it. The reactants are: Br.[NH2:2][C@H:3]1[CH2:6][C@H:5]([N:7]2[C:11]3=[N:12][CH:13]=[CH:14][CH:15]=[C:10]3[C:9]([F:17])([F:16])[C:8]2=[O:18])[CH2:4]1.Cl[C:20]1[S:21][C:22]2[CH:28]=[CH:27][CH:26]=[CH:25][C:23]=2[N:24]=1.C(N(CC)C(C)C)(C)C. (3) The reactants are: [NH2:1][C@@H:2]1[CH:7]2[CH2:8][CH2:9][N:4]([CH2:5][CH2:6]2)[C@H:3]1[CH2:10][C:11]1[CH:12]=[N:13][CH:14]=[CH:15][CH:16]=1.C(N(CC)CC)C.[O:24]1[C:28]2[CH:29]=[CH:30][CH:31]=[CH:32][C:27]=2[CH:26]=[C:25]1[C:33](O)=[O:34].C(=O)([O-])[O-].[K+].[K+]. Given the product [N:13]1[CH:14]=[CH:15][CH:16]=[C:11]([CH2:10][C@H:3]2[C@H:2]([NH:1][C:33]([C:25]3[O:24][C:28]4[CH:29]=[CH:30][CH:31]=[CH:32][C:27]=4[CH:26]=3)=[O:34])[CH:7]3[CH2:6][CH2:5][N:4]2[CH2:9][CH2:8]3)[CH:12]=1, predict the reactants needed to synthesize it. (4) Given the product [CH2:23]([O:25][C:26]([C:27]1[CH:28]=[N:1][N:2]2[C:7]([C:8]([F:11])([F:10])[F:9])=[CH:6][C:5]([C:12]3[CH:17]=[CH:16][C:15]([C:18]([F:21])([F:20])[F:19])=[CH:14][CH:13]=3)=[CH:4][C:3]=12)=[O:31])[CH3:24], predict the reactants needed to synthesize it. The reactants are: [NH2:1][N:2]1[C:7]([C:8]([F:11])([F:10])[F:9])=[CH:6][C:5]([C:12]2[CH:17]=[CH:16][C:15]([C:18]([F:21])([F:20])[F:19])=[CH:14][CH:13]=2)=[CH:4][C:3]1=S.[CH2:23]([O:25][C:26](=[O:31])[CH:27](Cl)[CH:28]=O)[CH3:24].C([O-])(O)=O.[Na+]. (5) Given the product [Cl:2][C:3]1[CH:8]=[C:7]2[C:6](=[CH:5][CH:4]=1)[N:9]([CH2:17][C:16]([NH:25][CH:22]1[CH2:21][CH2:20][CH2:19][CH2:24][CH2:23]1)=[O:15])[C:53]1[CH2:52][N:51]([CH3:50])[CH2:55][CH2:56][C:54]2=1, predict the reactants needed to synthesize it. The reactants are: Cl.[Cl:2][C:3]1[CH:8]=[CH:7][C:6]([NH:9]N)=[CH:5][CH:4]=1.BrCC([O:15][CH2:16][CH3:17])=O.Cl[C:19]1[CH:24]=[CH:23][C:22]([N:25](CC(OCC)=O)N)=[CH:21][CH:20]=1.C(OC(OCC)CCCNC)C.ClC1C=C2[C:52](=[CH:53][CH:54]=1)[N:51]([CH2:55][C:56](OCC)=O)[CH:50]=C2CCNC.C=O.C(O)(C(F)(F)F)=O.ClC1C=C2C(=CC=1)N(CC(O)=O)C1CN(C)CCC2=1.C1(N)CCCCC1.CCN=C=NCCCN(C)C. (6) Given the product [Cl:26][C:20]1[C:19]([CH3:27])=[C:18]([C:14]2[C:13](=[O:28])[N:12]3[C@@H:16]([C@@H:9]([OH:8])[CH2:10][CH2:11]3)[C:15]=2[CH3:17])[CH:25]=[CH:24][C:21]=1[C:22]#[N:23], predict the reactants needed to synthesize it. The reactants are: [Si]([O:8][C@@H:9]1[CH:16]2[N:12]([C:13](=[O:28])[C:14]([C:18]3[CH:25]=[CH:24][C:21]([C:22]#[N:23])=[C:20]([Cl:26])[C:19]=3[CH3:27])=[C:15]2[CH3:17])[CH2:11][CH2:10]1)(C(C)(C)C)(C)C.N1C=CC=CC=1.